Dataset: Full USPTO retrosynthesis dataset with 1.9M reactions from patents (1976-2016). Task: Predict the reactants needed to synthesize the given product. (1) Given the product [Cl:1][C:2]1[C:3]([O:12][C:13]2[CH:18]=[C:17]([O:19][CH2:34][C:35]([N:37]([CH2:40][CH3:41])[CH2:38][CH3:39])=[O:36])[CH:16]=[CH:15][C:14]=2[CH2:20][CH2:21][C:22]([O:24][CH2:25][CH3:26])=[O:23])=[N:4][CH:5]=[C:6]([C:8]([F:9])([F:11])[F:10])[CH:7]=1, predict the reactants needed to synthesize it. The reactants are: [Cl:1][C:2]1[C:3]([O:12][C:13]2[CH:18]=[C:17]([OH:19])[CH:16]=[CH:15][C:14]=2[CH2:20][CH2:21][C:22]([O:24][CH2:25][CH3:26])=[O:23])=[N:4][CH:5]=[C:6]([C:8]([F:11])([F:10])[F:9])[CH:7]=1.C(=O)([O-])[O-].[K+].[K+].Cl[CH2:34][C:35]([N:37]([CH2:40][CH3:41])[CH2:38][CH3:39])=[O:36].Cl. (2) Given the product [CH:29]1[C:30]([C:33]#[N:34])=[CH:31][C:32]2[C:24]([CH2:23][CH2:22][CH2:21][CH2:20][N:14]3[CH2:15][CH2:16][N:17]([C:2]4[CH:3]=[CH:4][C:5]5[O:9][C:8]([C:10]([NH2:12])=[O:11])=[CH:7][C:6]=5[CH:13]=4)[CH2:18][CH2:19]3)=[CH:25][NH:26][C:27]=2[CH:28]=1, predict the reactants needed to synthesize it. The reactants are: Br[C:2]1[CH:3]=[CH:4][C:5]2[O:9][C:8]([C:10]([NH2:12])=[O:11])=[CH:7][C:6]=2[CH:13]=1.[N:14]1([CH2:20][CH2:21][CH2:22][CH2:23][C:24]2[C:32]3[C:27](=[CH:28][CH:29]=[C:30]([C:33]#[N:34])[CH:31]=3)[NH:26][CH:25]=2)[CH2:19][CH2:18][NH:17][CH2:16][CH2:15]1.C(P(C(C)(C)C)C(C)(C)C)(C)(C)C.CC(C)([O-])C.[Na+]. (3) Given the product [NH2:33][C:30]1[CH:29]=[CH:28][C:27]([O:26][C:24]2[CH:23]=[C:18]([CH:17]=[C:16]([O:15][CH2:14][C:10]3([CH2:9][O:8][CH2:1][C:2]4[CH:3]=[CH:4][CH:5]=[CH:6][CH:7]=4)[CH2:11][CH2:12][CH2:13]3)[CH:25]=2)[C:19]([O:21][CH3:22])=[O:20])=[CH:32][CH:31]=1, predict the reactants needed to synthesize it. The reactants are: [CH2:1]([O:8][CH2:9][C:10]1([CH2:14][O:15][C:16]2[CH:17]=[C:18]([CH:23]=[C:24]([O:26][C:27]3[CH:32]=[CH:31][C:30]([N+:33]([O-])=O)=[CH:29][CH:28]=3)[CH:25]=2)[C:19]([O:21][CH3:22])=[O:20])[CH2:13][CH2:12][CH2:11]1)[C:2]1[CH:7]=[CH:6][CH:5]=[CH:4][CH:3]=1.[Cl-].[NH4+]. (4) Given the product [C:27]([NH:1][C:2]1[CH:3]=[C:4]([CH2:8][O:9][C:10]2[C:15]([NH:16][S:17]([C:20]3[CH:25]=[CH:24][C:23]([CH3:26])=[CH:22][CH:21]=3)(=[O:19])=[O:18])=[N:14][CH:13]=[CH:12][N:11]=2)[CH:5]=[CH:6][CH:7]=1)(=[O:29])[CH3:28], predict the reactants needed to synthesize it. The reactants are: [NH2:1][C:2]1[CH:3]=[C:4]([CH2:8][O:9][C:10]2[C:15]([NH:16][S:17]([C:20]3[CH:25]=[CH:24][C:23]([CH3:26])=[CH:22][CH:21]=3)(=[O:19])=[O:18])=[N:14][CH:13]=[CH:12][N:11]=2)[CH:5]=[CH:6][CH:7]=1.[C:27](OCC)(=[O:29])[CH3:28].